This data is from Forward reaction prediction with 1.9M reactions from USPTO patents (1976-2016). The task is: Predict the product of the given reaction. The product is: [CH3:33][CH:32]([CH3:34])[C@H:27]([N:21]1[CH2:20][C:19]2[C:23](=[CH:24][CH:25]=[C:17]([C:14]3[CH:15]=[CH:16][C:11]([NH:10][C:9]([NH:8][C:3]4[CH:4]=[CH:5][C:6]([CH3:37])=[CH:7][CH:2]=4)=[S:35])=[CH:12][CH:13]=3)[CH:18]=2)[C:22]1=[O:26])[C:28]([O:30][CH3:31])=[O:29]. Given the reactants F[C:2]1[CH:7]=[CH:6][CH:5]=[CH:4][C:3]=1[NH:8][C:9](=[S:35])[NH:10][C:11]1[CH:16]=[CH:15][C:14]([C:17]2[CH:18]=[C:19]3[C:23](=[CH:24][CH:25]=2)[C:22](=[O:26])[N:21]([C@@H:27]([CH:32]([CH3:34])[CH3:33])[C:28]([O:30][CH3:31])=[O:29])[CH2:20]3)=[CH:13][CH:12]=1.N[C:37]1C=CC(C2C=C3C(=CC=2)C(=O)N([C@@H](C(C)C)C(OC)=O)C3)=CC=1.CC1C=CC(N=C=S)=CC=1, predict the reaction product.